Dataset: Forward reaction prediction with 1.9M reactions from USPTO patents (1976-2016). Task: Predict the product of the given reaction. (1) Given the reactants Br[C:2]1[CH:7]=[CH:6][C:5]([C@H:8]([C:19]2[CH:24]=[CH:23][CH:22]=[CH:21][C:20]=2[CH3:25])[CH2:9][C:10]([C:12]2[CH:17]=[CH:16][N:15]=[C:14]([CH3:18])[CH:13]=2)=[O:11])=[CH:4][CH:3]=1.[NH:26]1[CH2:30][CH2:29][CH2:28][C:27]1=[O:31].C1(P(C2C=CC=CC=2)C2C3OC4C(=CC=CC=4P(C4C=CC=CC=4)C4C=CC=CC=4)C(C)(C)C=3C=CC=2)C=CC=CC=1.C(=O)([O-])[O-].[Cs+].[Cs+], predict the reaction product. The product is: [CH3:18][C:14]1[CH:13]=[C:12]([C:10](=[O:11])[CH2:9][C@H:8]([C:5]2[CH:6]=[CH:7][C:2]([N:26]3[CH2:30][CH2:29][CH2:28][C:27]3=[O:31])=[CH:3][CH:4]=2)[C:19]2[CH:24]=[CH:23][CH:22]=[CH:21][C:20]=2[CH3:25])[CH:17]=[CH:16][N:15]=1. (2) The product is: [CH:19]1([CH2:22][CH2:23][NH:24][C:25]([C:27]2[N:28]=[N:29][C:30]([N:1]3[CH2:2][CH2:3][CH:4]([C:7](=[O:8])[C:9]4[CH:14]=[CH:13][CH:12]=[CH:11][C:10]=4[C:15]([F:16])([F:17])[F:18])[CH2:5][CH2:6]3)=[CH:31][CH:32]=2)=[O:26])[CH2:21][CH2:20]1. Given the reactants [NH:1]1[CH2:6][CH2:5][CH:4]([C:7]([C:9]2[CH:14]=[CH:13][CH:12]=[CH:11][C:10]=2[C:15]([F:18])([F:17])[F:16])=[O:8])[CH2:3][CH2:2]1.[CH:19]1([CH2:22][CH2:23][NH:24][C:25]([C:27]2[N:28]=[N:29][C:30](Cl)=[CH:31][CH:32]=2)=[O:26])[CH2:21][CH2:20]1, predict the reaction product. (3) Given the reactants [OH-:1].[Na+].C(=O)([O-])OCC[C:7]1[CH:12]=[C:11]([Br:13])[C:10]([F:14])=[CH:9][C:8]=1[Cl:15].Cl, predict the reaction product. The product is: [Br:13][C:11]1[C:10]([F:14])=[CH:9][C:8]([Cl:15])=[C:7]([OH:1])[CH:12]=1. (4) Given the reactants [NH2:1][C:2]1[C:7]([C:8]([OH:10])=O)=[CH:6][N:5]=[CH:4][C:3]=1[CH3:11].[CH3:12][NH2:13].[CH3:14][C@H:15]1[CH2:20][CH2:19][CH2:18][N:17]([CH2:21][CH2:22][CH2:23][O:24][C:25]2[CH:32]=[CH:31][C:28]([CH:29]=O)=[CH:27][CH:26]=2)[CH2:16]1, predict the reaction product. The product is: [CH3:12][N:13]1[C:8](=[O:10])[C:7]2[CH:6]=[N:5][CH:4]=[C:3]([CH3:11])[C:2]=2[N:1]=[C:29]1[C:28]1[CH:31]=[CH:32][C:25]([O:24][CH2:23][CH2:22][CH2:21][N:17]2[CH2:18][CH2:19][CH2:20][C@H:15]([CH3:14])[CH2:16]2)=[CH:26][CH:27]=1. (5) The product is: [C:2]([O:5][C:6]([N:8]1[CH2:9][CH2:10][C@@H:11]([C:13](=[O:15])[NH:17][CH2:19][O:23][CH3:41])[CH2:12]1)=[O:7])([CH3:1])([CH3:3])[CH3:4]. Given the reactants [CH3:1][C:2]([O:5][C:6]([N:8]1[CH2:12][C@H:11]([C:13]([OH:15])=O)[CH2:10][CH2:9]1)=[O:7])([CH3:4])[CH3:3].C[N:17]([C:19]([O:23]N1N=NC2C=CC(=CC1=2)Cl)=[N+](C)C)C.F[P-](F)(F)(F)(F)F.[CH:41]1C=CC2N(O)N=NC=2C=1.Cl.CNOC.CN(C=O)C.CCN(C(C)C)C(C)C, predict the reaction product. (6) Given the reactants [N+:1]([C:4]1[CH:12]=[CH:11][CH:10]=[CH:9][C:5]=1[CH2:6][CH2:7][OH:8])([O-])=O.O1CC[CH2:15][CH2:14]1, predict the reaction product. The product is: [NH:1]1[C:4]2[C:12](=[CH:11][CH:10]=[CH:9][C:5]=2[CH2:6][CH2:7][OH:8])[CH:15]=[CH:14]1. (7) Given the reactants [CH3:1][O:2][C:3]1[CH:4]=[C:5]2[C:10](=[CH:11][C:12]=1[O:13][CH3:14])[N:9]=[CH:8][N:7]=[C:6]2[O:15][C:16]1[CH:17]=[C:18]([CH:20]=[CH:21][CH:22]=1)[NH2:19].[C:23]([C:27]1[CH:32]=[CH:31][C:30]([N:33]=[C:34]=[O:35])=[CH:29][CH:28]=1)([CH3:26])([CH3:25])[CH3:24], predict the reaction product. The product is: [C:23]([C:27]1[CH:32]=[CH:31][C:30]([NH:33][C:34]([NH:19][C:18]2[CH:20]=[CH:21][CH:22]=[C:16]([O:15][C:6]3[C:5]4[C:10](=[CH:11][C:12]([O:13][CH3:14])=[C:3]([O:2][CH3:1])[CH:4]=4)[N:9]=[CH:8][N:7]=3)[CH:17]=2)=[O:35])=[CH:29][CH:28]=1)([CH3:26])([CH3:24])[CH3:25]. (8) Given the reactants [Cl:1][C:2]1[CH:7]=[C:6](I)[C:5]([Cl:9])=[CH:4][N:3]=1.[NH2:10][C:11]1[CH:18]=[C:17]([Cl:19])[CH:16]=[CH:15][C:12]=1[C:13]#[N:14].[O-]P(OP(OP([O-])([O-])=O)([O-])=O)(=O)[O-].[K+].[K+].[K+].[K+].[K+].C1C=CC(P(C2C(OC3C(P(C4C=CC=CC=4)C4C=CC=CC=4)=CC=CC=3)=CC=CC=2)C2C=CC=CC=2)=CC=1, predict the reaction product. The product is: [Cl:19][C:17]1[CH:16]=[CH:15][C:12]([C:13]#[N:14])=[C:11]([NH:10][C:6]2[C:5]([Cl:9])=[CH:4][N:3]=[C:2]([Cl:1])[CH:7]=2)[CH:18]=1. (9) Given the reactants [CH2:1]([CH:8]1[O:22][C:12]2=[CH:13][C:14]3[C:18]([CH:19]=[C:11]2[C:10](=O)[C:9]1=[O:24])=[N:17][C:16]([CH3:21])([CH3:20])[CH:15]=3)[C:2]1[CH:7]=[CH:6][CH:5]=[CH:4][CH:3]=1.O, predict the reaction product. The product is: [CH2:1]([CH:8]1[O:22][C:12]2=[CH:13][C:14]3[C:18](=[CH:19][C:11]2=[CH:10][C:9]1=[O:24])[NH:17][C:16]([CH3:21])([CH3:20])[CH:15]=3)[C:2]1[CH:7]=[CH:6][CH:5]=[CH:4][CH:3]=1. (10) Given the reactants Br[C:2]1[CH:7]=[CH:6][C:5]([NH:8][C:9]([NH:11][C:12]2[CH:17]=[C:16]([CH3:18])[CH:15]=[CH:14][C:13]=2[F:19])=[O:10])=[C:4]([CH2:20][CH3:21])[CH:3]=1.[CH3:22][C:23]1([CH3:39])[C:27]([CH3:29])([CH3:28])[O:26][B:25]([B:25]2[O:26][C:27]([CH3:29])([CH3:28])[C:23]([CH3:39])([CH3:22])[O:24]2)[O:24]1.C([O-])(=O)C.[K+], predict the reaction product. The product is: [CH2:20]([C:4]1[CH:3]=[C:2]([B:25]2[O:26][C:27]([CH3:29])([CH3:28])[C:23]([CH3:39])([CH3:22])[O:24]2)[CH:7]=[CH:6][C:5]=1[NH:8][C:9]([NH:11][C:12]1[CH:17]=[C:16]([CH3:18])[CH:15]=[CH:14][C:13]=1[F:19])=[O:10])[CH3:21].